This data is from Forward reaction prediction with 1.9M reactions from USPTO patents (1976-2016). The task is: Predict the product of the given reaction. Given the reactants [Cl:1][C:2]1[CH:3]=[CH:4][C:5]2[N:11]([C:12](=[O:22])[C:13]3[CH:18]=[CH:17][C:16]([NH2:19])=[CH:15][C:14]=3[O:20][CH3:21])[CH2:10][CH2:9][CH2:8][CH:7]([CH2:23][C:24]([O:26][CH3:27])=[O:25])[C:6]=2[CH:28]=1.C(=O)([O-])[O-].[Na+].[Na+].[Br-].[Br-].[C:37]1([CH3:44])[C:38]([CH3:43])=[CH:39][CH:40]=[CH:41][CH:42]=1.[I-].[Na+], predict the reaction product. The product is: [Cl:1][C:2]1[CH:3]=[CH:4][C:5]2[N:11]([C:12](=[O:22])[C:13]3[CH:18]=[CH:17][C:16]([N:19]4[CH2:43][C:38]5[C:37](=[CH:42][CH:41]=[CH:40][CH:39]=5)[CH2:44]4)=[CH:15][C:14]=3[O:20][CH3:21])[CH2:10][CH2:9][CH2:8][CH:7]([CH2:23][C:24]([O:26][CH3:27])=[O:25])[C:6]=2[CH:28]=1.